This data is from Reaction yield outcomes from USPTO patents with 853,638 reactions. The task is: Predict the reaction yield, written as a fraction of the theoretical maximum amount of product (1.0 means a 100% yield; for example, 0.34 means a 34% yield). (1) The reactants are [CH3:1][O:2][C:3]1[CH:11]=[C:10]([O:12][CH3:13])[CH:9]=[C:8]2[C:4]=1[C:5](=[O:15])C(=O)[NH:7]2.OO.Cl.C(O)(=[O:21])C. The catalyst is [OH-].[Na+]. The product is [NH2:7][C:8]1[CH:9]=[C:10]([O:12][CH3:13])[CH:11]=[C:3]([O:2][CH3:1])[C:4]=1[C:5]([OH:15])=[O:21]. The yield is 0.780. (2) The reactants are [C:1](Cl)(=[O:4])[CH:2]=[CH2:3].[Cl:6][C:7]1[C:8]([C:30]2[C:38]3[C:33](=[CH:34][CH:35]=[CH:36][CH:37]=3)[NH:32][CH:31]=2)=[N:9][C:10]([NH:13][C:14]2[CH:15]=[C:16]([NH2:29])[C:17]([N:22]3[CH2:27][CH2:26][N:25]([CH3:28])[CH2:24][CH2:23]3)=[CH:18][C:19]=2[O:20][CH3:21])=[N:11][CH:12]=1.CCN(C(C)C)C(C)C. The catalyst is C1COCC1.O.C(Cl)Cl. The product is [Cl:6][C:7]1[C:8]([C:30]2[C:38]3[C:33](=[CH:34][CH:35]=[CH:36][CH:37]=3)[NH:32][CH:31]=2)=[N:9][C:10]([NH:13][C:14]2[C:19]([O:20][CH3:21])=[CH:18][C:17]([N:22]3[CH2:23][CH2:24][N:25]([CH3:28])[CH2:26][CH2:27]3)=[C:16]([NH:29][C:1](=[O:4])[CH:2]=[CH2:3])[CH:15]=2)=[N:11][CH:12]=1. The yield is 0.420. (3) The reactants are [F:1][C:2]1[C:8]([O:9][CH3:10])=[CH:7][C:6]([O:11][CH3:12])=[C:5]([F:13])[C:3]=1N.N([O-])=O.[Na+].[I-:18].[K+]. The catalyst is Cl.O. The product is [F:1][C:2]1[C:3]([I:18])=[C:5]([F:13])[C:6]([O:11][CH3:12])=[CH:7][C:8]=1[O:9][CH3:10]. The yield is 0.700. (4) The reactants are [CH3:1][Si:2]([CH3:33])([CH3:32])[CH2:3][CH2:4][O:5][CH2:6][N:7]1[C:11]2[N:12]=[CH:13][N:14]=[C:15]([C:16]3[CH:17]=[N:18][N:19]([CH:21]([CH2:27][C:28]([O:30]C)=[O:29])[CH2:22][C:23]([O:25]C)=[O:24])[CH:20]=3)[C:10]=2[CH:9]=[CH:8]1.CO.O.[OH-].[Li+]. The catalyst is O. The product is [CH3:33][Si:2]([CH3:1])([CH3:32])[CH2:3][CH2:4][O:5][CH2:6][N:7]1[C:11]2[N:12]=[CH:13][N:14]=[C:15]([C:16]3[CH:17]=[N:18][N:19]([CH:21]([CH2:27][C:28]([OH:30])=[O:29])[CH2:22][C:23]([OH:25])=[O:24])[CH:20]=3)[C:10]=2[CH:9]=[CH:8]1. The yield is 0.800. (5) The reactants are [C:1](Cl)(Cl)=[O:2].[Cl:5][C:6]1[CH:11]=[CH:10][C:9]([CH:12]2[CH:16]([C:17]3[CH:22]=[CH:21][C:20]([Cl:23])=[CH:19][CH:18]=3)[NH:15][C:14]([C:24]3[C:29]([O:30][CH3:31])=[CH:28][CH:27]=[CH:26][C:25]=3[O:32][CH2:33][CH3:34])=[N:13]2)=[CH:8][CH:7]=1.C(N(CC)CC)C.[NH:42]1[CH2:47][CH2:46][NH:45][CH2:44][CH2:43]1. The catalyst is C1COCC1.C(Cl)Cl.C(=O)(O)[O-].[Na+]. The product is [Cl:5][C:6]1[CH:7]=[CH:8][C:9]([CH:12]2[CH:16]([C:17]3[CH:18]=[CH:19][C:20]([Cl:23])=[CH:21][CH:22]=3)[N:15]([C:1]([N:42]3[CH2:47][CH2:46][NH:45][CH2:44][CH2:43]3)=[O:2])[C:14]([C:24]3[C:29]([O:30][CH3:31])=[CH:28][CH:27]=[CH:26][C:25]=3[O:32][CH2:33][CH3:34])=[N:13]2)=[CH:10][CH:11]=1. The yield is 0.610. (6) The reactants are [Cl:1][C:2]1[N:3]=[C:4](Cl)[C:5]2[S:10][CH:9]=[C:8]([CH3:11])[C:6]=2[N:7]=1.[CH2:13]([NH2:25])[CH2:14][CH2:15][CH2:16][CH2:17][CH2:18][CH2:19][CH2:20][CH2:21][CH2:22][CH2:23][CH3:24]. The catalyst is CN(C=O)C. The product is [Cl:1][C:2]1[N:3]=[C:4]([NH:25][CH2:13][CH2:14][CH2:15][CH2:16][CH2:17][CH2:18][CH2:19][CH2:20][CH2:21][CH2:22][CH2:23][CH3:24])[C:5]2[S:10][CH:9]=[C:8]([CH3:11])[C:6]=2[N:7]=1. The yield is 0.634. (7) The product is [C:35]([NH:1][CH2:2][CH2:3][O:4][C:5]1[CH:10]=[CH:9][C:8]([NH:11][C:12](=[O:21])[C:13]2[CH:18]=[CH:17][CH:16]=[C:15]([O:19][CH3:20])[CH:14]=2)=[CH:7][C:6]=1[C:22]1[N:26]([CH3:27])[N:25]=[CH:24][CH:23]=1)(=[O:41])[CH2:36][CH2:37][CH2:38][CH2:39][CH3:40]. The catalyst is ClCCl. The reactants are [NH2:1][CH2:2][CH2:3][O:4][C:5]1[CH:10]=[CH:9][C:8]([NH:11][C:12](=[O:21])[C:13]2[CH:18]=[CH:17][CH:16]=[C:15]([O:19][CH3:20])[CH:14]=2)=[CH:7][C:6]=1[C:22]1[N:26]([CH3:27])[N:25]=[CH:24][CH:23]=1.C(N(CC)CC)C.[C:35](Cl)(=[O:41])[CH2:36][CH2:37][CH2:38][CH2:39][CH3:40]. The yield is 0.430. (8) The reactants are [CH3:1][O:2][C:3]([NH:5][CH:6]([C:10]([CH3:13])([CH3:12])[CH3:11])[C:7]([OH:9])=O)=[O:4].C1C=CC2N(O)N=NC=2C=1.Cl.Cl.Cl.[CH3:27][O:28][C:29](=[O:77])[NH:30][CH:31]([C:35]([N:37]1[CH:43]([C:44]2[NH:45][C:46]([C:49]3[CH:54]=[CH:53][C:52]([C:55]4[CH:64]=[CH:63][C:62]5[C:57](=[CH:58][CH:59]=[C:60]([C:65]6[NH:66][C:67]([CH:70]7[CH2:74][CH:73]([C:75]#[N:76])[CH2:72][NH:71]7)=[N:68][CH:69]=6)[CH:61]=5)[CH:56]=4)=[CH:51][CH:50]=3)=[CH:47][N:48]=2)[CH2:42][C:39]2([CH2:41][CH2:40]2)[CH2:38]1)=[O:36])[CH:32]([CH3:34])[CH3:33].CN1CCOCC1. The catalyst is CN(C=O)C.CCOC(C)=O. The product is [CH3:1][O:2][C:3](=[O:4])[NH:5][CH:6]([C:7]([N:71]1[CH2:72][CH:73]([C:75]#[N:76])[CH2:74][CH:70]1[C:67]1[NH:66][C:65]([C:60]2[CH:59]=[CH:58][C:57]3[C:62](=[CH:63][CH:64]=[C:55]([C:52]4[CH:51]=[CH:50][C:49]([C:46]5[NH:45][C:44]([CH:43]6[CH2:42][C:39]7([CH2:41][CH2:40]7)[CH2:38][N:37]6[C:35](=[O:36])[CH:31]([NH:30][C:29]([O:28][CH3:27])=[O:77])[CH:32]([CH3:34])[CH3:33])=[N:48][CH:47]=5)=[CH:54][CH:53]=4)[CH:56]=3)[CH:61]=2)=[CH:69][N:68]=1)=[O:9])[C:10]([CH3:13])([CH3:12])[CH3:11]. The yield is 0.480. (9) The reactants are [CH3:1][C:2]1([CH3:10])[O:9][C:7](=[O:8])[CH2:6][C:4](=[O:5])[O:3]1.[CH:11](OCC)(OCC)OCC.[NH2:21][C:22]1[CH:31]=[CH:30][C:25]([C:26]([O:28][CH3:29])=[O:27])=[C:24]([OH:32])[CH:23]=1. The catalyst is CC(O)C. The product is [CH3:1][C:2]1([CH3:10])[O:9][C:7](=[O:8])[C:6](=[CH:11][NH:21][C:22]2[CH:31]=[CH:30][C:25]([C:26]([O:28][CH3:29])=[O:27])=[C:24]([OH:32])[CH:23]=2)[C:4](=[O:5])[O:3]1. The yield is 0.958. (10) The catalyst is CN(C)C=O.O. The product is [C:55]([N:32]1[CH2:31][CH2:30][CH:29]([NH:28][C:25]2[N:24]=[CH:23][C:22]3[CH2:21][CH2:20][C:19]4[C:15]([C:13]([NH:12][C:5]5[C:4]([CH2:2][CH3:3])=[CH:9][CH:8]=[CH:7][C:6]=5[CH2:10][CH3:11])=[O:14])=[N:16][N:17]([CH3:35])[C:18]=4[C:27]=3[N:26]=2)[CH2:34][CH2:33]1)(=[O:57])[CH3:56]. The yield is 0.770. The reactants are Cl.[CH2:2]([C:4]1[CH:9]=[CH:8][CH:7]=[C:6]([CH2:10][CH3:11])[C:5]=1[NH:12][C:13]([C:15]1[C:19]2[CH2:20][CH2:21][C:22]3[CH:23]=[N:24][C:25]([NH:28][CH:29]4[CH2:34][CH2:33][NH:32][CH2:31][CH2:30]4)=[N:26][C:27]=3[C:18]=2[N:17]([CH3:35])[N:16]=1)=[O:14])[CH3:3].CCN(C(C)C)C(C)C.ON1C2C=CC=CC=2N=N1.[C:55](O)(=[O:57])[CH3:56].